Task: Predict the product of the given reaction.. Dataset: Forward reaction prediction with 1.9M reactions from USPTO patents (1976-2016) (1) Given the reactants Br[CH2:2][CH2:3][O:4][C:5]1[CH:6]=[C:7]([CH:24]=[CH:25][C:26]=1[CH2:27][S:28]([CH3:31])(=[O:30])=[O:29])[C:8]([NH:10][C:11]1[CH:16]=[CH:15][C:14]([Cl:17])=[C:13]([C:18]2[CH:23]=[CH:22][CH:21]=[CH:20][N:19]=2)[CH:12]=1)=[O:9].C(=O)([O-])[O-].[K+].[K+].[CH3:38][CH:39]1[O:44][CH:43]([CH3:45])[CH2:42][NH:41][CH2:40]1, predict the reaction product. The product is: [Cl:17][C:14]1[CH:15]=[CH:16][C:11]([NH:10][C:8](=[O:9])[C:7]2[CH:24]=[CH:25][C:26]([CH2:27][S:28]([CH3:31])(=[O:30])=[O:29])=[C:5]([O:4][CH2:3][CH2:2][N:41]3[CH2:40][CH:39]([CH3:38])[O:44][CH:43]([CH3:45])[CH2:42]3)[CH:6]=2)=[CH:12][C:13]=1[C:18]1[CH:23]=[CH:22][CH:21]=[CH:20][N:19]=1. (2) Given the reactants [NH2:1][C:2]1[C:15]2OC3C(=CC=CC=3)[C:7](=[C:16]3[CH2:22][CH:21]4[N:23](C(=O)C(F)(F)F)[CH:18]([CH2:19][CH2:20]4)[CH2:17]3)[C:6]=2[CH:5]=[CH:4][CH:3]=1.Br[C:31]1[CH:32]=[N:33][CH:34]=[CH:35][CH:36]=1.C[C:38]([CH3:41])([O-:40])[CH3:39].[K+].O1C[CH2:46][CH2:45][CH2:44]1.CC1(C)C2C(=C(P(C3C=CC=CC=3)C3C=CC=CC=3)C=CC=2)OC2C(P(C3C=CC=CC=3)C3C=CC=CC=3)=CC=CC1=2, predict the reaction product. The product is: [CH:18]12[NH:23][CH:21]([CH2:20][CH2:19]1)[CH2:22][C:16](=[C:7]1[C:6]3[CH:5]=[CH:4][CH:3]=[C:2]([NH:1][C:31]4[CH:32]=[N:33][CH:34]=[CH:35][CH:36]=4)[C:15]=3[O:40][C:38]3[C:41]1=[CH:44][CH:45]=[CH:46][CH:39]=3)[CH2:17]2.